Dataset: Forward reaction prediction with 1.9M reactions from USPTO patents (1976-2016). Task: Predict the product of the given reaction. Given the reactants I[C:2]1[CH:12]=[CH:11][C:5]([C:6]([O:8][CH2:9][CH3:10])=[O:7])=[CH:4][CH:3]=1.[CH2:13]([O:15][C:16]1[CH:21]=[CH:20][C:19](B(O)O)=[C:18]([F:25])[C:17]=1[F:26])[CH3:14].C(=O)([O-])[O-].[K+].[K+], predict the reaction product. The product is: [CH2:13]([O:15][C:16]1[CH:21]=[CH:20][C:19]([C:2]2[CH:12]=[CH:11][C:5]([C:4]3[C:5]([C:6]([O:8][CH2:9][CH3:10])=[O:7])=[CH:11][CH:12]=[CH:2][CH:3]=3)=[CH:4][CH:3]=2)=[C:18]([F:25])[C:17]=1[F:26])[CH3:14].